Dataset: Reaction yield outcomes from USPTO patents with 853,638 reactions. Task: Predict the reaction yield, written as a fraction of the theoretical maximum amount of product (1.0 means a 100% yield; for example, 0.34 means a 34% yield). (1) The reactants are C([O:3][C:4]([C:6]1([C:9]2[CH:14]=[CH:13][C:12]([C:15]3[CH:20]=[CH:19][C:18]([C:21]4[S:22][C:23]([Cl:40])=[CH:24][C:25]=4[NH:26][C:27]([O:29][C@@H:30]([C:32]4[CH:37]=[CH:36][C:35]([F:38])=[CH:34][C:33]=4[Cl:39])[CH3:31])=[O:28])=[CH:17][C:16]=3[O:41][CH3:42])=[CH:11][CH:10]=2)[CH2:8][CH2:7]1)=[O:5])C.[OH-].[Na+].Cl. The catalyst is C(O)(C)C. The product is [Cl:40][C:23]1[S:22][C:21]([C:18]2[CH:19]=[CH:20][C:15]([C:12]3[CH:13]=[CH:14][C:9]([C:6]4([C:4]([OH:5])=[O:3])[CH2:8][CH2:7]4)=[CH:10][CH:11]=3)=[C:16]([O:41][CH3:42])[CH:17]=2)=[C:25]([NH:26][C:27]([O:29][C@@H:30]([C:32]2[CH:37]=[CH:36][C:35]([F:38])=[CH:34][C:33]=2[Cl:39])[CH3:31])=[O:28])[CH:24]=1. The yield is 0.260. (2) The reactants are [NH2:1][C:2]1[CH:11]=[C:10]([O:12][CH2:13][CH2:14][O:15][CH3:16])[C:9]([O:17][CH3:18])=[CH:8][C:3]=1[C:4](OC)=[O:5].Cl.[CH:20](N)=[NH:21]. The catalyst is C(N)=O. The product is [CH3:18][O:17][C:9]1[CH:8]=[C:3]2[C:2](=[CH:11][C:10]=1[O:12][CH2:13][CH2:14][O:15][CH3:16])[N:1]=[CH:20][NH:21][C:4]2=[O:5]. The yield is 0.740. (3) The reactants are [CH3:1][C:2]1[CH:7]=[C:6]([N+:8]([O-])=O)[CH:5]=[CH:4][C:3]=1[CH:11]([CH2:16][N+:17]([O-])=O)[CH2:12][N+:13]([O-])=O. The catalyst is [Pt].[Pd].[Ni].CO. The product is [NH2:8][C:6]1[CH:5]=[CH:4][C:3]([CH:11]([CH2:16][NH2:17])[CH2:12][NH2:13])=[C:2]([CH3:1])[CH:7]=1. The yield is 1.00. (4) The reactants are [N:1]1[CH:6]=[CH:5][CH:4]=[CH:3][C:2]=1[C:7]1[CH:16]=[CH:15][C:14]2[C:9](=[CH:10][CH:11]=[CH:12][CH:13]=2)[N:8]=1.C(C1CC(C(OCC)=O)=C(C)NC=1C)(OCC)=O.C1(C2C=CC3C(=CC=CC=3)N=2)C=CC=CC=1. The catalyst is C1C=CC=CC=1.P(O)(OC1C=CC=CC=1)(OC1C=CC=CC=1)=O. The product is [N:1]1[CH:6]=[CH:5][CH:4]=[CH:3][C:2]=1[CH:7]1[CH2:16][CH2:15][C:14]2[C:9](=[CH:10][CH:11]=[CH:12][CH:13]=2)[NH:8]1. The yield is 0.940. (5) The yield is 1.00. The catalyst is CO. The reactants are [CH2:1]([O:8][C@H:9]1[C@H:14]([O:15][CH2:16][C:17]2[CH:22]=[CH:21][CH:20]=[CH:19][CH:18]=2)[C@@H:13]([O:23][CH2:24][C:25]2[CH:30]=[CH:29][CH:28]=[CH:27][CH:26]=2)[C@@:12]([C:33]2[CH:38]=[CH:37][C:36]([Cl:39])=[C:35]([CH2:40][C:41]3[CH:46]=[CH:45][C:44]([O:47][CH3:48])=[C:43]([F:49])[C:42]=3[F:50])[CH:34]=2)([O:31][CH3:32])[O:11][C@@:10]1([CH2:53][OH:54])[CH:51]=[O:52])[C:2]1[CH:7]=[CH:6][CH:5]=[CH:4][CH:3]=1.[BH4-].[Na+]. The product is [CH2:1]([O:8][C@H:9]1[C@H:14]([O:15][CH2:16][C:17]2[CH:22]=[CH:21][CH:20]=[CH:19][CH:18]=2)[C@@H:13]([O:23][CH2:24][C:25]2[CH:26]=[CH:27][CH:28]=[CH:29][CH:30]=2)[C@@:12]([C:33]2[CH:38]=[CH:37][C:36]([Cl:39])=[C:35]([CH2:40][C:41]3[CH:46]=[CH:45][C:44]([O:47][CH3:48])=[C:43]([F:49])[C:42]=3[F:50])[CH:34]=2)([O:31][CH3:32])[O:11][C:10]1([CH2:51][OH:52])[CH2:53][OH:54])[C:2]1[CH:7]=[CH:6][CH:5]=[CH:4][CH:3]=1. (6) The reactants are [NH2:1][CH2:2][C:3]1[N:8]=[C:7]([C:9]2[S:13][C:12]([N:14]3[CH2:19][CH2:18][O:17][CH2:16][CH2:15]3)=[N:11][C:10]=2[C:20]2[C:21]([F:38])=[C:22]([NH:26][S:27]([C:30]3[CH:35]=[C:34]([F:36])[CH:33]=[CH:32][C:31]=3[F:37])(=[O:29])=[O:28])[CH:23]=[CH:24][CH:25]=2)[CH:6]=[CH:5][N:4]=1.N1C=CC=CC=1.[CH3:45][S:46](Cl)(=[O:48])=[O:47].CCOC(C)=O. The catalyst is ClCCl. The product is [F:37][C:31]1[CH:32]=[CH:33][C:34]([F:36])=[CH:35][C:30]=1[S:27]([NH:26][C:22]1[CH:23]=[CH:24][CH:25]=[C:20]([C:10]2[N:11]=[C:12]([N:14]3[CH2:19][CH2:18][O:17][CH2:16][CH2:15]3)[S:13][C:9]=2[C:7]2[CH:6]=[CH:5][N:4]=[C:3]([CH2:2][NH:1][S:46]([CH3:45])(=[O:48])=[O:47])[N:8]=2)[C:21]=1[F:38])(=[O:28])=[O:29]. The yield is 0.330. (7) The product is [Na:1].[CH2:35]1[C:4]2([O:9][CH2:8][CH:7]([CH2:10][O:11][C:12]3[CH:17]=[CH:16][N:15]=[C:14]([CH2:18][S:19]([C:21]4[NH:25][C:24]5[CH:26]=[CH:27][CH:28]=[CH:29][C:23]=5[N:22]=4)=[O:20])[C:13]=3[CH3:30])[CH2:6][O:5]2)[CH2:33][CH2:32][CH2:31]1. The reactants are [Na:1].CO[CH:4]1[O:9][CH2:8][CH:7]([CH2:10][O:11][C:12]2[CH:17]=[CH:16][N:15]=[C:14]([CH2:18][S:19]([C:21]3[NH:25][C:24]4[CH:26]=[CH:27][CH:28]=[CH:29][C:23]=4[N:22]=3)=[O:20])[C:13]=2[CH3:30])[CH2:6][O:5]1.[CH2:31]1[C:35]2(OCC(CO)CO2)C[CH2:33][CH2:32]1. The yield is 0.0810. No catalyst specified. (8) The reactants are [CH:1]([C:4]1[CH:9]=[CH:8][C:7]([CH:10]2[C:14]3[C:15]([CH3:34])=[C:16]([NH:21][C:22](=O)[CH2:23][CH2:24][C:25]4[CH:30]=[CH:29][C:28]([O:31][CH3:32])=[CH:27][CH:26]=4)[C:17]([CH3:20])=[C:18]([CH3:19])[C:13]=3[O:12][C:11]2([CH3:36])[CH3:35])=[CH:6][CH:5]=1)([CH3:3])[CH3:2]. The catalyst is CCCCC. The product is [CH:1]([C:4]1[CH:5]=[CH:6][C:7]([CH:10]2[C:14]3[C:15]([CH3:34])=[C:16]([NH:21][CH2:22][CH2:23][CH2:24][C:25]4[CH:26]=[CH:27][C:28]([O:31][CH3:32])=[CH:29][CH:30]=4)[C:17]([CH3:20])=[C:18]([CH3:19])[C:13]=3[O:12][C:11]2([CH3:36])[CH3:35])=[CH:8][CH:9]=1)([CH3:2])[CH3:3]. The yield is 0.990. (9) The reactants are [CH3:1][NH:2][CH2:3][C:4]1[CH:5]=[C:6]([C:22]2[CH:27]=[CH:26][CH:25]=[CH:24][CH:23]=2)[N:7]([S:9]([C:12]2[CH:21]=[CH:20][CH:19]=[CH:18][C:13]=2[C:14]([O:16][CH3:17])=[O:15])(=[O:11])=[O:10])[CH:8]=1.C(OCC)(=O)C.[ClH:34]. The catalyst is C(OCC)(=O)C. The product is [ClH:34].[CH3:1][NH:2][CH2:3][C:4]1[CH:5]=[C:6]([C:22]2[CH:27]=[CH:26][CH:25]=[CH:24][CH:23]=2)[N:7]([S:9]([C:12]2[CH:21]=[CH:20][CH:19]=[CH:18][C:13]=2[C:14]([O:16][CH3:17])=[O:15])(=[O:10])=[O:11])[CH:8]=1. The yield is 0.600.